The task is: Binary Classification. Given a T-cell receptor sequence (or CDR3 region) and an epitope sequence, predict whether binding occurs between them.. This data is from TCR-epitope binding with 47,182 pairs between 192 epitopes and 23,139 TCRs. The epitope is SEISMDNSPNL. The TCR CDR3 sequence is CASSLESGHSSYEQYF. Result: 1 (the TCR binds to the epitope).